Task: Predict the product of the given reaction.. Dataset: Forward reaction prediction with 1.9M reactions from USPTO patents (1976-2016) (1) Given the reactants FC1C=C([C:12]2[N:17]=[C:16]3[N:18]([CH2:21][C:22]4[CH:23]=[C:24]5[C:29](=[CH:30][CH:31]=4)[N:28]=[CH:27][CH:26]=[CH:25]5)[N:19]=[N:20][C:15]3=[CH:14][CH:13]=2)C=CC=1C(NC)=O.[NH2:32][C:33]1[CH:38]=[CH:37][CH:36]=[CH:35][CH:34]=1.CC(C)([O-])C.[Na+].C1(P(C2C=CC=CC=2)C2C=CC=CC=2)C=CC=CC=1, predict the reaction product. The product is: [C:33]1([NH:32][C:12]2[N:17]=[C:16]3[N:18]([CH2:21][C:22]4[CH:23]=[C:24]5[C:29](=[CH:30][CH:31]=4)[N:28]=[CH:27][CH:26]=[CH:25]5)[N:19]=[N:20][C:15]3=[CH:14][CH:13]=2)[CH:38]=[CH:37][CH:36]=[CH:35][CH:34]=1. (2) Given the reactants [O:1]1[CH2:5][CH2:4][CH:3]([O:6][C:7]2[CH:12]=[CH:11][CH:10]=[CH:9][C:8]=2[NH2:13])[CH2:2]1.Cl[C:15]1[C:16]2[C:23]([CH3:24])=[C:22]([CH3:25])[S:21][C:17]=2[N:18]=[CH:19][N:20]=1, predict the reaction product. The product is: [CH3:24][C:23]1[C:16]2[C:15]([NH:13][C:8]3[CH:9]=[CH:10][CH:11]=[CH:12][C:7]=3[O:6][CH:3]3[CH2:4][CH2:5][O:1][CH2:2]3)=[N:20][CH:19]=[N:18][C:17]=2[S:21][C:22]=1[CH3:25]. (3) Given the reactants [H-].[Na+].[OH:3][C:4]1[CH:11]=[CH:10][C:7]([CH:8]=[O:9])=[C:6]([CH3:12])[CH:5]=1.CS(O[CH:18]1[CH2:21][N:20]([C:22]([O:24][C:25]([CH3:28])([CH3:27])[CH3:26])=[O:23])[CH2:19]1)(=O)=O.O, predict the reaction product. The product is: [CH:8]([C:7]1[CH:10]=[CH:11][C:4]([O:3][CH:18]2[CH2:19][N:20]([C:22]([O:24][C:25]([CH3:28])([CH3:27])[CH3:26])=[O:23])[CH2:21]2)=[CH:5][C:6]=1[CH3:12])=[O:9]. (4) Given the reactants C(=O)([O-])[O-].[Na+].[Na+].O.CC1(C)C(C)(C)OB([C:16]2[CH:17]=[C:18]3[C:23](=[CH:24][CH:25]=2)[O:22][CH2:21][CH2:20][CH2:19]3)O1.Br[C:28]1[S:32][C:31]([CH3:33])=[N:30][C:29]=1[CH:34]([O:39][C:40]([CH3:43])([CH3:42])[CH3:41])[C:35]([O:37][CH3:38])=[O:36], predict the reaction product. The product is: [C:40]([O:39][CH:34]([C:29]1[N:30]=[C:31]([CH3:33])[S:32][C:28]=1[C:16]1[CH:25]=[CH:24][C:23]2[O:22][CH2:21][CH2:20][CH2:19][C:18]=2[CH:17]=1)[C:35]([O:37][CH3:38])=[O:36])([CH3:43])([CH3:42])[CH3:41]. (5) Given the reactants [Br:1][C:2]1[CH:3]=[C:4]([OH:8])[CH:5]=[CH:6][CH:7]=1.C(=O)([O-])[O-].[K+].[K+].Br[CH2:16][C:17]1[CH:22]=[CH:21][C:20]([B:23]([OH:25])[OH:24])=[CH:19][CH:18]=1.Cl, predict the reaction product. The product is: [Br:1][C:2]1[CH:3]=[C:4]([CH:5]=[CH:6][CH:7]=1)[O:8][CH2:16][C:17]1[CH:22]=[CH:21][C:20]([B:23]([OH:25])[OH:24])=[CH:19][CH:18]=1. (6) Given the reactants [CH3:1][C:2]1[CH:7]=[CH:6][N:5]=[CH:4][C:3]=1[N:8]1[CH2:12][CH2:11][NH:10][C:9]1=[O:13].Br[C:15]1[CH:16]=[C:17]2[C:22](=[CH:23][CH:24]=1)[N:21]([CH2:25][CH3:26])[C:20](=[O:27])[CH:19]=[C:18]2[CH3:28].N[C@@H]1CCCC[C@H]1N.C(=O)([O-])[O-].[K+].[K+], predict the reaction product. The product is: [CH2:25]([N:21]1[C:22]2[C:17](=[CH:16][C:15]([N:10]3[CH2:11][CH2:12][N:8]([C:3]4[CH:4]=[N:5][CH:6]=[CH:7][C:2]=4[CH3:1])[C:9]3=[O:13])=[CH:24][CH:23]=2)[C:18]([CH3:28])=[CH:19][C:20]1=[O:27])[CH3:26]. (7) Given the reactants C(OC(=O)[NH:7][C:8]1[CH:13]=[C:12]([N:14]2[CH2:19][CH2:18][O:17][CH2:16][CH2:15]2)[C:11]([C:20]([F:23])([F:22])[F:21])=[CH:10][C:9]=1[NH:24][C:25](=[O:48])[CH2:26][C:27](=O)[C:28]1[CH:33]=[CH:32][CH:31]=[C:30]([C:34]2[O:38][N:37]=[C:36]([CH2:39][O:40]C3CCCCO3)[CH:35]=2)[CH:29]=1)(C)(C)C.C(O)(C(F)(F)F)=O, predict the reaction product. The product is: [OH:40][CH2:39][C:36]1[CH:35]=[C:34]([C:30]2[CH:29]=[C:28]([C:27]3[CH2:26][C:25](=[O:48])[NH:24][C:9]4[CH:10]=[C:11]([C:20]([F:22])([F:21])[F:23])[C:12]([N:14]5[CH2:19][CH2:18][O:17][CH2:16][CH2:15]5)=[CH:13][C:8]=4[N:7]=3)[CH:33]=[CH:32][CH:31]=2)[O:38][N:37]=1. (8) Given the reactants [NH:1]([C:3]1[N:12]=[CH:11][CH:10]=[C:9]2[C:4]=1[CH:5]=[C:6]([C:31]1[CH:36]=[CH:35][CH:34]=[CH:33][CH:32]=1)[C:7]([C:13]1[CH:18]=[CH:17][C:16]([C:19]3([NH:23][C:24](=[O:30])[O:25][C:26]([CH3:29])([CH3:28])[CH3:27])[CH2:22][CH2:21][CH2:20]3)=[CH:15][CH:14]=1)=[N:8]2)[NH2:2].C(Cl)CCl.C1C=CC2N(O)N=NC=2C=1.[CH3:51][N:52]1[CH:56]=[C:55]([C:57](O)=[O:58])[N:54]=[CH:53]1, predict the reaction product. The product is: [CH3:51][N:52]1[CH:56]=[C:55]([C:57]([NH:2][NH:1][C:3]2[N:12]=[CH:11][CH:10]=[C:9]3[C:4]=2[CH:5]=[C:6]([C:31]2[CH:32]=[CH:33][CH:34]=[CH:35][CH:36]=2)[C:7]([C:13]2[CH:18]=[CH:17][C:16]([C:19]4([NH:23][C:24](=[O:30])[O:25][C:26]([CH3:29])([CH3:28])[CH3:27])[CH2:22][CH2:21][CH2:20]4)=[CH:15][CH:14]=2)=[N:8]3)=[O:58])[N:54]=[CH:53]1.